The task is: Predict the product of the given reaction.. This data is from Forward reaction prediction with 1.9M reactions from USPTO patents (1976-2016). (1) Given the reactants [CH3:1][O:2][C:3]1[CH:12]=[C:11]2[C:6]([CH2:7][CH2:8][CH:9]([C:14]([O:16][CH3:17])=[O:15])[C:10]2=O)=[CH:5][CH:4]=1.S(=O)(=O)(O)O.[H][H], predict the reaction product. The product is: [CH3:1][O:2][C:3]1[CH:12]=[C:11]2[C:6]([CH2:7][CH2:8][CH:9]([C:14]([O:16][CH3:17])=[O:15])[CH2:10]2)=[CH:5][CH:4]=1. (2) Given the reactants [NH:1]1[CH2:9][CH2:8][CH2:7][C@@H:3]([C:4]([OH:6])=[O:5])[CH2:2]1.[CH3:10][C:11]([O:14][C:15](O[C:15]([O:14][C:11]([CH3:13])([CH3:12])[CH3:10])=[O:16])=[O:16])([CH3:13])[CH3:12].C([O-])(O)=O.[Na+].Cl, predict the reaction product. The product is: [C:15]([N:1]1[CH2:9][CH2:8][CH2:7][C@@H:3]([C:4]([OH:6])=[O:5])[CH2:2]1)([O:14][C:11]([CH3:13])([CH3:12])[CH3:10])=[O:16]. (3) Given the reactants [CH3:1][C:2]1[CH:7]=[CH:6][CH:5]=[CH:4][N:3]=1.C([Li])CCC.Br[CH:14]1[CH2:19][CH2:18][CH2:17][CH:16]=[CH:15]1, predict the reaction product. The product is: [CH:19]1([CH2:1][C:2]2[CH:7]=[CH:6][CH:5]=[CH:4][N:3]=2)[CH2:18][CH2:17][CH2:16][CH:15]=[CH:14]1. (4) Given the reactants Cl.Cl.[CH:3]1([NH:9][C:10]2[C:14]3([CH2:19][CH2:18][NH:17][CH2:16][CH2:15]3)[N:13]([CH2:20][CH2:21][CH2:22][C:23]([O:25][CH3:26])=[O:24])[C:12](=[O:27])[N:11]=2)[CH2:8][CH2:7][CH2:6][CH2:5][CH2:4]1.[I:28][C:29]1[CH:36]=[CH:35][C:32]([CH:33]=O)=[CH:31][CH:30]=1, predict the reaction product. The product is: [CH:3]1([NH:9][C:10]2[C:14]3([CH2:19][CH2:18][N:17]([CH2:33][C:32]4[CH:35]=[CH:36][C:29]([I:28])=[CH:30][CH:31]=4)[CH2:16][CH2:15]3)[N:13]([CH2:20][CH2:21][CH2:22][C:23]([O:25][CH3:26])=[O:24])[C:12](=[O:27])[N:11]=2)[CH2:4][CH2:5][CH2:6][CH2:7][CH2:8]1.